This data is from Reaction yield outcomes from USPTO patents with 853,638 reactions. The task is: Predict the reaction yield, written as a fraction of the theoretical maximum amount of product (1.0 means a 100% yield; for example, 0.34 means a 34% yield). (1) The reactants are Cl[C:2]1[CH:7]=[C:6]([Cl:8])[N:5]=[C:4]([CH3:9])[N:3]=1.[CH3:10][C:11]1[N:15]=[C:14]([CH3:16])[NH:13][N:12]=1.C([O-])([O-])=O.[Cs+].[Cs+].O. The catalyst is CN(C=O)C. The product is [Cl:8][C:6]1[CH:7]=[C:2]([N:12]2[C:11]([CH3:10])=[N:15][C:14]([CH3:16])=[N:13]2)[N:3]=[C:4]([CH3:9])[N:5]=1. The yield is 0.690. (2) The reactants are [Cl:1][C:2]1[CH:24]=[N:23][C:5]2[N:6](COCC[Si](C)(C)C)[C:7]3[CH:12]=[N:11][C:10]([C:13]#[N:14])=[CH:9][C:8]=3[C:4]=2[CH:3]=1.CCCC[N+](CCCC)(CCCC)CCCC.[F-]. The catalyst is C1COCC1. The product is [Cl:1][C:2]1[CH:24]=[N:23][C:5]2[NH:6][C:7]3[CH:12]=[N:11][C:10]([C:13]#[N:14])=[CH:9][C:8]=3[C:4]=2[CH:3]=1. The yield is 0.660. (3) The reactants are [C:1](OC(=O)C)(=[O:3])[CH3:2].N1C=CC=CC=1.[CH2:14]([O:21][C:22]1[C:23]([O:30][CH3:31])=[CH:24][C:25]([Br:29])=[C:26]([CH:28]=1)[NH2:27])[C:15]1[CH:20]=[CH:19][CH:18]=[CH:17][CH:16]=1. The catalyst is O. The product is [CH2:14]([O:21][C:22]1[C:23]([O:30][CH3:31])=[CH:24][C:25]([Br:29])=[C:26]([NH:27][C:1](=[O:3])[CH3:2])[CH:28]=1)[C:15]1[CH:16]=[CH:17][CH:18]=[CH:19][CH:20]=1. The yield is 0.860. (4) The catalyst is C1(C)C=CC=CC=1.C(OCC)(=O)C. The reactants are [C:1]([O:5][C:6]([NH:8][C@@H:9]1[CH2:14][C@@H:13]([S:15][C:16](=[O:23])[C:17]2[CH:22]=[CH:21][CH:20]=[CH:19][CH:18]=2)[C@H:12]([OH:24])[CH2:11][CH2:10]1)=[O:7])([CH3:4])([CH3:3])[CH3:2].CC(OI1(OC(C)=O)(OC(C)=O)OC(=O)C2C1=CC=CC=2)=O. The product is [C:1]([O:5][C:6]([NH:8][CH:9]1[CH2:14][CH:13]([S:15][C:16](=[O:23])[C:17]2[CH:18]=[CH:19][CH:20]=[CH:21][CH:22]=2)[C:12](=[O:24])[CH2:11][CH2:10]1)=[O:7])([CH3:4])([CH3:2])[CH3:3]. The yield is 0.830. (5) The reactants are [Cl:1][C:2]1[CH:7]=[CH:6][C:5]([C@@H:8]2[CH2:12][NH:11][C:10](=[O:13])[CH2:9]2)=[CH:4][C:3]=1[I:14].C(N(CC)CC)C.[C:22](=O)([O:28]C(C)(C)C)[O:23][C:24]([CH3:27])([CH3:26])[CH3:25].Cl. The catalyst is C(Cl)Cl.CN(C1C=CN=CC=1)C. The product is [C:24]([O:23][C:22]([N:11]1[CH2:12][C@@H:8]([C:5]2[CH:6]=[CH:7][C:2]([Cl:1])=[C:3]([I:14])[CH:4]=2)[CH2:9][C:10]1=[O:13])=[O:28])([CH3:27])([CH3:26])[CH3:25]. The yield is 0.800. (6) The reactants are Br[C:2]1[CH:7]=[CH:6][CH:5]=[C:4]([CH:8]([F:10])[F:9])[C:3]=1[F:11].[B:12]1([B:12]2[O:16][C:15]([CH3:18])([CH3:17])[C:14]([CH3:20])([CH3:19])[O:13]2)[O:16][C:15]([CH3:18])([CH3:17])[C:14]([CH3:20])([CH3:19])[O:13]1.C([O-])(=O)C.[K+]. The catalyst is O1CCOCC1. The product is [F:9][CH:8]([F:10])[C:4]1[C:3]([F:11])=[C:2]([B:12]2[O:16][C:15]([CH3:18])([CH3:17])[C:14]([CH3:20])([CH3:19])[O:13]2)[CH:7]=[CH:6][CH:5]=1. The yield is 0.800. (7) The product is [C:36]([C:2]1[CH:10]=[CH:9][CH:8]=[C:7]2[C:3]=1[CH2:4][N:5]([CH:12]([CH2:20][CH2:21][C:22](=[O:24])[NH2:23])[C:13]([O:15][C:16]([CH3:19])([CH3:18])[CH3:17])=[O:14])[C:6]2=[O:11])#[N:37]. The catalyst is [Zn].C1C=CC(/C=C/C(/C=C/C2C=CC=CC=2)=O)=CC=1.C1C=CC(/C=C/C(/C=C/C2C=CC=CC=2)=O)=CC=1.C1C=CC(/C=C/C(/C=C/C2C=CC=CC=2)=O)=CC=1.[Pd].[Pd].C1(P(C2C=CC=CC=2)[C-]2C=CC=C2)C=CC=CC=1.[C-]1(P(C2C=CC=CC=2)C2C=CC=CC=2)C=CC=C1.[Fe+2]. The reactants are Br[C:2]1[CH:10]=[CH:9][CH:8]=[C:7]2[C:3]=1[CH2:4][N:5]([CH:12]([CH2:20][CH2:21][C:22](=[O:24])[NH2:23])[C:13]([O:15][C:16]([CH3:19])([CH3:18])[CH3:17])=[O:14])[C:6]2=[O:11].CCOC(C)=O.C([O-])(O)=O.[Na+].[CH3:36][N:37](C=O)C. The yield is 0.740. (8) The reactants are [CH3:1][CH:2]1[NH:7][CH:6]([CH3:8])[CH2:5][N:4]([C:9]2[CH:19]=[CH:18][C:12]([C:13]([O:15][CH2:16][CH3:17])=[O:14])=[CH:11][CH:10]=2)[CH2:3]1.[CH2:20]=O.[BH4-].[Na+]. The catalyst is C(O)C.C(#N)C.CC(C)[O-].[Ti+4].CC(C)[O-].CC(C)[O-].CC(C)[O-]. The yield is 1.12. The product is [CH3:8][CH:6]1[N:7]([CH3:20])[CH:2]([CH3:1])[CH2:3][N:4]([C:9]2[CH:19]=[CH:18][C:12]([C:13]([O:15][CH2:16][CH3:17])=[O:14])=[CH:11][CH:10]=2)[CH2:5]1.